Dataset: Forward reaction prediction with 1.9M reactions from USPTO patents (1976-2016). Task: Predict the product of the given reaction. (1) Given the reactants [CH:1]([C:3]1[CH:4]=[C:5]([CH:10]=[CH:11][CH:12]=1)[C:6]([O:8][CH3:9])=[O:7])=O.[CH3:13][C:14]([S@@:17]([NH2:19])=[O:18])([CH3:16])[CH3:15].S([O-])([O-])(=O)=O.[Mg+2], predict the reaction product. The product is: [C:14]([S@@:17](/[N:19]=[CH:1]/[C:3]1[CH:4]=[C:5]([CH:10]=[CH:11][CH:12]=1)[C:6]([O:8][CH3:9])=[O:7])=[O:18])([CH3:16])([CH3:15])[CH3:13]. (2) Given the reactants CO.[N:3]1[CH:8]=[CH:7][CH:6]=[CH:5][C:4]=1[C:9](=[O:11])[CH3:10].[BH4-].[Na+], predict the reaction product. The product is: [N:3]1[CH:8]=[CH:7][CH:6]=[CH:5][C:4]=1[CH:9]([OH:11])[CH3:10]. (3) Given the reactants C([O:3][C:4]([C:6]1[C:14]2[C:9](=[CH:10][CH:11]=[C:12]([O:15][C:16]3[CH:21]=[CH:20][C:19]([O:22][C:23]([F:26])([F:25])[F:24])=[CH:18][CH:17]=3)[CH:13]=2)[N:8]([C:27]2[CH:32]=[CH:31][C:30]([N:33]([CH2:36][CH3:37])[CH2:34][CH3:35])=[CH:29][CH:28]=2)[C:7]=1[CH2:38][C:39]([O:41][CH2:42][CH3:43])=[O:40])=[O:5])C.Cl.[OH-].[Na+], predict the reaction product. The product is: [CH2:36]([N:33]([CH2:34][CH3:35])[C:30]1[CH:29]=[CH:28][C:27]([N:8]2[C:9]3[C:14](=[CH:13][C:12]([O:15][C:16]4[CH:17]=[CH:18][C:19]([O:22][C:23]([F:25])([F:24])[F:26])=[CH:20][CH:21]=4)=[CH:11][CH:10]=3)[C:6]([C:4]([OH:5])=[O:3])=[C:7]2[CH2:38][C:39]([O:41][CH2:42][CH3:43])=[O:40])=[CH:32][CH:31]=1)[CH3:37]. (4) The product is: [Cl:28][CH:14]([Cl:13])[CH2:15][C@H:16]([NH:20][C:21]([NH:65][CH:59]1[CH2:60][CH2:61][CH2:62][CH2:63][CH2:64]1)=[O:23])[C:17]([NH:74][CH2:73][CH2:72][CH2:77][CH2:76][NH:29][S:9]([C:3]1[CH:4]=[CH:5][C:6]([F:8])=[CH:7][C:2]=1[Cl:1])(=[O:11])=[O:10])=[O:19].[Cl:13][CH:14]([Cl:28])[CH2:15][C@H:16]([NH:20][C:21]([O:23][C:24]([CH3:26])([CH3:25])[CH3:27])=[O:22])[C:17]([OH:19])=[O:18]. Given the reactants [Cl:1][C:2]1[CH:7]=[C:6]([F:8])[CH:5]=[CH:4][C:3]=1[S:9](Cl)(=[O:11])=[O:10].[Cl:13][CH:14]([Cl:28])[CH2:15][C@H:16]([NH:20][C:21]([O:23][C:24]([CH3:27])([CH3:26])[CH3:25])=[O:22])[C:17]([OH:19])=[O:18].[NH2:29][C@@H](CC(Cl)Cl)C(O)=O.O(C(OC(C)(C)C)=O)C(OC(C)(C)C)=O.C([O-])([O-])=O.[K+].[K+].[CH:59]1([N:65]=C=O)[CH2:64][CH2:63][CH2:62][CH2:61][CH2:60]1.CC1[C:73]2=[N:74]C=[CH:76][CH:77]=[C:72]2OC=1C(O)=O, predict the reaction product. (5) Given the reactants [OH:1][C@@H:2]1[C@@H:7]([C:8]2[CH:13]=[CH:12][C:11]([OH:14])=[CH:10][CH:9]=2)[CH2:6][CH2:5][N:4]([C:15]([O:17][C:18]([CH3:21])([CH3:20])[CH3:19])=[O:16])[CH2:3]1.[C:22]([O-])([O-])=O.[K+].[K+].CI, predict the reaction product. The product is: [OH:1][C@@H:2]1[C@@H:7]([C:8]2[CH:9]=[CH:10][C:11]([O:14][CH3:22])=[CH:12][CH:13]=2)[CH2:6][CH2:5][N:4]([C:15]([O:17][C:18]([CH3:21])([CH3:20])[CH3:19])=[O:16])[CH2:3]1. (6) Given the reactants Cl[CH2:2][C:3]1[CH:8]=[CH:7][C:6]([C:9]2[C:13]([NH:14][C:15](=[O:26])[O:16][CH:17]([C:19]3[CH:24]=[CH:23][CH:22]=[CH:21][C:20]=3[Cl:25])[CH3:18])=[CH:12][O:11][N:10]=2)=[CH:5][CH:4]=1.Cl.[NH2:28][CH2:29][CH2:30][C:31]([O:33][CH3:34])=[O:32].[C:35](=O)([O-:37])[O-:36].[K+].[K+].Cl, predict the reaction product. The product is: [Cl:25][C:20]1[CH:21]=[CH:22][CH:23]=[CH:24][C:19]=1[CH:17]([O:16][C:15]([NH:14][C:13]1[C:9]([C:6]2[CH:7]=[CH:8][C:3]([CH2:2][O:37][C:35]([NH:28][CH2:29][CH2:30][C:31]([O:33][CH3:34])=[O:32])=[O:36])=[CH:4][CH:5]=2)=[N:10][O:11][CH:12]=1)=[O:26])[CH3:18].